Dataset: Catalyst prediction with 721,799 reactions and 888 catalyst types from USPTO. Task: Predict which catalyst facilitates the given reaction. (1) Reactant: [F:1][C:2]([F:7])([F:6])[C:3]([OH:5])=[O:4].[C:8]([C:11]1[S:15][C:14]([S:16][CH3:17])=[C:13]([S:18]([C:21]2[CH:22]=[C:23]([C:27]3[C:32]([CH3:33])=[CH:31][C:30]([O:34]C)=[CH:29][C:28]=3[CH2:36][O:37][CH2:38][C:39]([OH:41])=[O:40])[CH:24]=[CH:25][CH:26]=2)(=[O:20])=[O:19])[CH:12]=1)(=[NH:10])[NH2:9].B(Br)(Br)Br. Product: [F:1][C:2]([F:7])([F:6])[C:3]([OH:5])=[O:4].[C:8]([C:11]1[S:15][C:14]([S:16][CH3:17])=[C:13]([S:18]([C:21]2[CH:22]=[C:23]([C:27]3[C:32]([CH3:33])=[CH:31][C:30]([OH:34])=[CH:29][C:28]=3[CH2:36][O:37][CH2:38][C:39]([OH:41])=[O:40])[CH:24]=[CH:25][CH:26]=2)(=[O:19])=[O:20])[CH:12]=1)(=[NH:9])[NH2:10]. The catalyst class is: 2. (2) Reactant: CC[N:3](C(C)C)C(C)C.[Cl:10][C:11]1[CH:33]=[CH:32][C:14]2[NH:15][C:16]([S:18][C:19]3[C:24]4[NH:25][C:26](=[O:28])[NH:27][C:23]=4[CH:22]=[C:21]([C:29](O)=[O:30])[CH:20]=3)=[N:17][C:13]=2[CH:12]=1.[Cl-].[NH4+].CN(C(ON1N=NC2C=CC=CC1=2)=[N+](C)C)C.[B-](F)(F)(F)F. Product: [Cl:10][C:11]1[CH:33]=[CH:32][C:14]2[NH:15][C:16]([S:18][C:19]3[C:24]4[NH:25][C:26](=[O:28])[NH:27][C:23]=4[CH:22]=[C:21]([C:29]([NH2:3])=[O:30])[CH:20]=3)=[N:17][C:13]=2[CH:12]=1. The catalyst class is: 3.